From a dataset of Forward reaction prediction with 1.9M reactions from USPTO patents (1976-2016). Predict the product of the given reaction. (1) Given the reactants [Br:1][C:2]1[C:7]([C:8]2[C:9](=[O:25])[N:10]([CH2:23][CH3:24])[C:11]3[C:16]([CH:17]=2)=[CH:15][N:14]=[C:13]([NH:18][CH2:19][CH2:20]SC)[CH:12]=3)=[CH:6][C:5]([NH:26][C:27]([NH:29][C:30]2[CH:35]=[CH:34][CH:33]=[CH:32][CH:31]=2)=[O:28])=[C:4]([F:36])[CH:3]=1.[CH:37]1C=C(Cl)C=C(C(OO)=O)C=1.[O-:48][S:49]([O-:51])=O.[Na+].[Na+], predict the reaction product. The product is: [Br:1][C:2]1[C:7]([C:8]2[C:9](=[O:25])[N:10]([CH2:23][CH3:24])[C:11]3[C:16]([CH:17]=2)=[CH:15][N:14]=[C:13]([NH:18][CH2:19][CH2:20][S:49]([CH3:37])(=[O:51])=[O:48])[CH:12]=3)=[CH:6][C:5]([NH:26][C:27]([NH:29][C:30]2[CH:35]=[CH:34][CH:33]=[CH:32][CH:31]=2)=[O:28])=[C:4]([F:36])[CH:3]=1. (2) Given the reactants [O:1]=[C:2]1[N:7]([CH2:8][C:9](=[O:21])[NH:10][C:11]2[CH:16]=[CH:15][C:14]([C:17]([F:20])([F:19])[F:18])=[CH:13][N:12]=2)[CH2:6][CH2:5][N:4](C(OC(C)(C)C)=O)[CH2:3]1.[ClH:29], predict the reaction product. The product is: [O:1]=[C:2]1[CH2:3][NH:4][CH2:5][CH2:6][N:7]1[CH2:8][C:9]([NH:10][C:11]1[CH:16]=[CH:15][C:14]([C:17]([F:20])([F:19])[F:18])=[CH:13][N:12]=1)=[O:21].[ClH:29]. (3) Given the reactants [Br:1][C:2]1[CH:3]=[N:4][C:5]2[N:6]([N:8]=[C:9]([C:11]([OH:13])=O)[CH:10]=2)[CH:7]=1.[N:14]1[CH:19]=[CH:18][CH:17]=[C:16]([C:20]2[CH2:21][CH2:22][NH:23][CH2:24][CH:25]=2)[CH:15]=1, predict the reaction product. The product is: [Br:1][C:2]1[CH:3]=[N:4][C:5]2[N:6]([N:8]=[C:9]([C:11]([N:23]3[CH2:24][CH:25]=[C:20]([C:16]4[CH:15]=[N:14][CH:19]=[CH:18][CH:17]=4)[CH2:21][CH2:22]3)=[O:13])[CH:10]=2)[CH:7]=1. (4) The product is: [C:41]([O:40][C:38]([N:45]1[CH2:52][CH2:51][CH2:50][CH:46]1[C:47](=[O:49])[N:2]([CH2:53][C:68]1[CH:73]=[CH:72][C:71]([Cl:1])=[CH:70][CH:69]=1)[CH2:3][C:4]([N:6]1[CH2:11][CH2:10][N:9]([CH:12]([C:13](=[O:14])[NH:15][CH3:16])[CH2:17][C:18]2[CH:27]=[CH:26][C:25]3[C:20](=[CH:21][CH:22]=[CH:23][CH:24]=3)[CH:19]=2)[CH2:8][CH:7]1[CH2:28][CH3:29])=[O:5])=[O:39])([CH3:42])([CH3:43])[CH3:44]. Given the reactants [ClH:1].[NH2:2][CH:3](CC1C=CC(Cl)=CC=1)[C:4]([N:6]1[CH2:11][CH2:10][N:9]([CH:12]([CH2:17][C:18]2[CH:27]=[CH:26][C:25]3[C:20](=[CH:21][CH:22]=[CH:23][CH:24]=3)[CH:19]=2)[C:13]([NH:15][CH3:16])=[O:14])[CH2:8][CH:7]1[CH2:28][CH3:29])=[O:5].[C:38]([N:45]1[CH2:52][CH2:51][CH2:50][C@H:46]1[C:47]([OH:49])=O)([O:40][C:41]([CH3:44])([CH3:43])[CH3:42])=[O:39].[CH3:53]N(C)CCCN=C=NCC.ON1[C:69]2[CH:70]=[CH:71][CH:72]=[CH:73][C:68]=2N=N1.CN1CCOCC1, predict the reaction product. (5) Given the reactants [Br:1][C:2]1[CH:7]=[CH:6][CH:5]=[CH:4][C:3]=1[NH2:8].N1C=CC=CC=1.[C:15](Cl)(=[O:24])[CH:16]=[CH:17][C:18]1[CH:23]=[CH:22][CH:21]=[CH:20][CH:19]=1, predict the reaction product. The product is: [Br:1][C:2]1[CH:7]=[CH:6][CH:5]=[CH:4][C:3]=1[NH:8][C:15](=[O:24])[CH:16]=[CH:17][C:18]1[CH:23]=[CH:22][CH:21]=[CH:20][CH:19]=1. (6) Given the reactants Br[CH2:2][C:3](=[O:19])[CH:4]([C:12]1[CH:17]=[CH:16][C:15]([F:18])=[CH:14][CH:13]=1)[C:5]1[CH:10]=[CH:9][C:8]([F:11])=[CH:7][CH:6]=1.[CH3:20][O:21][C:22]1[CH:53]=[CH:52][CH:51]=[CH:50][C:23]=1[CH2:24][NH:25][CH2:26][C@@H:27]1[CH2:32][N:31]([C:33]([O:35][CH2:36][C:37]2[CH:42]=[CH:41][CH:40]=[CH:39][CH:38]=2)=[O:34])[CH2:30][CH2:29][N:28]1[C:43]([O:45][C:46]([CH3:49])([CH3:48])[CH3:47])=[O:44], predict the reaction product. The product is: [F:11][C:8]1[CH:9]=[CH:10][C:5]([CH:4]([C:12]2[CH:17]=[CH:16][C:15]([F:18])=[CH:14][CH:13]=2)[C:3](=[O:19])[CH2:2][N:25]([CH2:26][C@@H:27]2[CH2:32][N:31]([C:33]([O:35][CH2:36][C:37]3[CH:42]=[CH:41][CH:40]=[CH:39][CH:38]=3)=[O:34])[CH2:30][CH2:29][N:28]2[C:43]([O:45][C:46]([CH3:49])([CH3:48])[CH3:47])=[O:44])[CH2:24][C:23]2[CH:50]=[CH:51][CH:52]=[CH:53][C:22]=2[O:21][CH3:20])=[CH:6][CH:7]=1. (7) Given the reactants Br[C:2]1[CH:10]=[C:6]([C:7]([OH:9])=[O:8])[C:5]([OH:11])=[CH:4][CH:3]=1.[C:12]1(OB(O)O)[CH:17]=[CH:16][CH:15]=[CH:14][CH:13]=1.C(=O)([O-])[O-].[K+].[K+].C(OC(=O)C)C.Cl, predict the reaction product. The product is: [C:12]1([C:2]2[CH:10]=[C:6]([C:7]([OH:9])=[O:8])[C:5]([OH:11])=[CH:4][CH:3]=2)[CH:17]=[CH:16][CH:15]=[CH:14][CH:13]=1.